Dataset: Catalyst prediction with 721,799 reactions and 888 catalyst types from USPTO. Task: Predict which catalyst facilitates the given reaction. (1) Reactant: CC1(C)[O:6][CH:5]([C@H:7]2[O:16][C@@H:10]3[O:11][C:12]([CH3:15])([CH3:14])[O:13][C@@H:9]3[CH2:8]2)[CH2:4][O:3]1.C([O-])(O)=O.[Na+]. Product: [CH3:14][C:12]1([CH3:15])[O:11][C@H:10]2[O:16][C@H:7]([C@@H:5]([OH:6])[CH2:4][OH:3])[CH2:8][C@H:9]2[O:13]1. The catalyst class is: 313. (2) Reactant: [CH2:1]([O:3][C:4]([CH:6]1[CH2:10][CH2:9][CH:8]([OH:11])[CH2:7]1)=[O:5])[CH3:2].N1C(C)=CC=CC=1C.FC(F)(F)S(O[Si:26]([CH:33]([CH3:35])[CH3:34])([CH:30]([CH3:32])[CH3:31])[CH:27]([CH3:29])[CH3:28])(=O)=O. Product: [CH2:1]([O:3][C:4]([CH:6]1[CH2:10][CH2:9][CH:8]([O:11][Si:26]([CH:33]([CH3:35])[CH3:34])([CH:30]([CH3:32])[CH3:31])[CH:27]([CH3:29])[CH3:28])[CH2:7]1)=[O:5])[CH3:2]. The catalyst class is: 4. (3) Reactant: [Cl:1][C:2]1[C:11]([O:12][CH3:13])=[C:10]2[C:5]([CH:6]=[CH:7][C:8](O)=[N:9]2)=[CH:4][CH:3]=1.O=P(Cl)(Cl)[Cl:17].O.C([O-])(O)=O.[Na+]. Product: [Cl:17][C:8]1[CH:7]=[CH:6][C:5]2[C:10](=[C:11]([O:12][CH3:13])[C:2]([Cl:1])=[CH:3][CH:4]=2)[N:9]=1. The catalyst class is: 25. (4) Reactant: [Cl:1][C:2]1[CH:7]=[CH:6][C:5]([S:8]([N:11]2[CH:16]3[CH2:17][CH2:18][CH2:19][CH:12]2[CH:13]([CH3:21])[C:14](=[O:20])[CH2:15]3)(=[O:10])=[O:9])=[CH:4][CH:3]=1.CO[CH:24](OC)[N:25]([CH3:27])[CH3:26]. Product: [Cl:1][C:2]1[CH:3]=[CH:4][C:5]([S:8]([N:11]2[CH:12]3[CH2:19][CH2:18][CH2:17][CH:16]2[C:15](=[CH:24][N:25]([CH3:26])[CH3:27])[C:14](=[O:20])[CH:13]3[CH3:21])(=[O:9])=[O:10])=[CH:6][CH:7]=1. The catalyst class is: 3. (5) Reactant: CI.[C:3](=O)([O-])[O-].[K+].[K+].[OH:9][C:10]1[CH:15]=[CH:14][C:13]([SH:16])=[CH:12][CH:11]=1. Product: [CH3:3][S:16][C:13]1[CH:14]=[CH:15][C:10]([OH:9])=[CH:11][CH:12]=1. The catalyst class is: 21.